Dataset: Retrosynthesis with 50K atom-mapped reactions and 10 reaction types from USPTO. Task: Predict the reactants needed to synthesize the given product. The reactants are: O=C1C(N2CCC(F)(F)CC2)CCN1Cc1c(Cl)cc(OS(=O)(=O)C(F)(F)F)cc1Cl.OB(O)c1ccc(-c2ccccc2)cc1. Given the product O=C1C(N2CCC(F)(F)CC2)CCN1Cc1c(Cl)cc(-c2ccc(-c3ccccc3)cc2)cc1Cl, predict the reactants needed to synthesize it.